Dataset: Peptide-MHC class I binding affinity with 185,985 pairs from IEDB/IMGT. Task: Regression. Given a peptide amino acid sequence and an MHC pseudo amino acid sequence, predict their binding affinity value. This is MHC class I binding data. (1) The peptide sequence is LMARRARSL. The MHC is HLA-A26:01 with pseudo-sequence HLA-A26:01. The binding affinity (normalized) is 0.213. (2) The peptide sequence is WTTYMDTFFR. The MHC is HLA-A68:02 with pseudo-sequence HLA-A68:02. The binding affinity (normalized) is 0.0693. (3) The peptide sequence is HDWLMDSPM. The MHC is HLA-B40:02 with pseudo-sequence HLA-B40:02. The binding affinity (normalized) is 0.793.